Predict the reactants needed to synthesize the given product. From a dataset of Full USPTO retrosynthesis dataset with 1.9M reactions from patents (1976-2016). (1) Given the product [Br:8][C:9]1[CH:10]=[C:11]([NH:12][C:5](=[O:6])[CH2:4][CH2:3][CH2:2][Cl:1])[CH:13]=[CH:14][C:15]=1[F:16], predict the reactants needed to synthesize it. The reactants are: [Cl:1][CH2:2][CH2:3][CH2:4][C:5](Cl)=[O:6].[Br:8][C:9]1[CH:10]=[C:11]([CH:13]=[CH:14][C:15]=1[F:16])[NH2:12].C(N(CC)CC)C. (2) Given the product [ClH:33].[Br:1][C:2]1[CH:3]=[C:4]([CH:8]([NH:10][C:11]2[CH:12]=[C:13]([N:20]3[CH2:21][CH2:22][NH:23][CH2:24][CH2:25]3)[CH:14]=[CH:15][C:16]=2[N+:17]([O-:19])=[O:18])[CH3:9])[CH:5]=[CH:6][CH:7]=1, predict the reactants needed to synthesize it. The reactants are: [Br:1][C:2]1[CH:3]=[C:4]([CH:8]([NH:10][C:11]2[CH:12]=[C:13]([N:20]3[CH2:25][CH2:24][N:23](C(OC(C)(C)C)=O)[CH2:22][CH2:21]3)[CH:14]=[CH:15][C:16]=2[N+:17]([O-:19])=[O:18])[CH3:9])[CH:5]=[CH:6][CH:7]=1.[ClH:33].CCOCC.